Dataset: Catalyst prediction with 721,799 reactions and 888 catalyst types from USPTO. Task: Predict which catalyst facilitates the given reaction. (1) Reactant: Br[C:2]1[C:3]2[C:7]([CH:8]=[CH:9][CH:10]=1)=[N:6][N:5]1[C:11]([CH:16]3[CH2:21][CH2:20][N:19]([C:22]([O:24][C:25]([CH3:28])([CH3:27])[CH3:26])=[O:23])[CH2:18][CH2:17]3)=[CH:12][C:13](=[O:15])[NH:14][C:4]=21.[CH3:29][N:30]1[C:34](B2OC(C)(C)C(C)(C)O2)=[CH:33][CH:32]=[N:31]1.P([O-])([O-])([O-])=O.[K+].[K+].[K+]. Product: [CH3:29][N:30]1[C:34]([C:2]2[C:3]3[C:7]([CH:8]=[CH:9][CH:10]=2)=[N:6][N:5]2[C:11]([CH:16]4[CH2:21][CH2:20][N:19]([C:22]([O:24][C:25]([CH3:26])([CH3:28])[CH3:27])=[O:23])[CH2:18][CH2:17]4)=[CH:12][C:13](=[O:15])[NH:14][C:4]=32)=[CH:33][CH:32]=[N:31]1. The catalyst class is: 7. (2) Reactant: Cl.[NH2:2][CH:3]([C:6]1[CH:11]=[CH:10][C:9]([O:12][C:13]([F:16])([F:15])[F:14])=[CH:8][CH:7]=1)[C:4]#[N:5].C(N(CC)CC)C.[C:24](O[C:24]([O:26][C:27]([CH3:30])([CH3:29])[CH3:28])=[O:25])([O:26][C:27]([CH3:30])([CH3:29])[CH3:28])=[O:25]. Product: [C:27]([O:26][C:24](=[O:25])[NH:2][CH:3]([C:4]#[N:5])[C:6]1[CH:7]=[CH:8][C:9]([O:12][C:13]([F:14])([F:15])[F:16])=[CH:10][CH:11]=1)([CH3:30])([CH3:29])[CH3:28]. The catalyst class is: 7. (3) The catalyst class is: 22. Reactant: [Cl:1][C:2]1[CH:7]=[CH:6][C:5]([N:8]2[C:12](=[O:13])[CH:11]=[C:10]([CH3:14])[N:9]2[CH3:15])=[CH:4][CH:3]=1.[Cl:16]N1C(=O)CCC1=O. Product: [Cl:16][C:11]1[C:12](=[O:13])[N:8]([C:5]2[CH:4]=[CH:3][C:2]([Cl:1])=[CH:7][CH:6]=2)[N:9]([CH3:15])[C:10]=1[CH3:14].